Dataset: Reaction yield outcomes from USPTO patents with 853,638 reactions. Task: Predict the reaction yield, written as a fraction of the theoretical maximum amount of product (1.0 means a 100% yield; for example, 0.34 means a 34% yield). (1) The reactants are [CH3:1][C:2]1[C:6]([C:7]([OH:9])=O)=[CH:5][N:4]([CH:10]([C:12]2[CH:17]=[CH:16][CH:15]=[CH:14][CH:13]=2)[CH3:11])[N:3]=1.Cl.C(N=C=NCCCN(C)C)C.C1C=C2N=NN(O)C2=CC=1.N.[NH2:41][CH2:42][C:43]1[C:44]([OH:51])=[N:45][C:46]([CH3:50])=[CH:47][C:48]=1[CH3:49]. The catalyst is O.ClCCl.C(N(CC)CC)C. The product is [OH:51][C:44]1[C:43]([CH2:42][NH:41][C:7]([C:6]2[C:2]([CH3:1])=[N:3][N:4]([CH:10]([C:12]3[CH:17]=[CH:16][CH:15]=[CH:14][CH:13]=3)[CH3:11])[CH:5]=2)=[O:9])=[C:48]([CH3:49])[CH:47]=[C:46]([CH3:50])[N:45]=1. The yield is 0.580. (2) The reactants are CC1(C)C(C)(C)OB([C:9]2[CH:17]=[CH:16][CH:15]=[C:14]3[C:10]=2[CH:11]=[CH:12][NH:13]3)O1.N1[C:27]2[CH:26]=[CH:25][CH:24]=[C:23](B([O-])[O-])[C:22]=2C=C1.BrC1C=CC=CC=1.[OH-].[Na+]. The yield is 0.780. The catalyst is C1COCC1.[Pd]. The product is [C:22]1([C:9]2[CH:17]=[CH:16][CH:15]=[C:14]3[C:10]=2[CH:11]=[CH:12][NH:13]3)[CH:23]=[CH:24][CH:25]=[CH:26][CH:27]=1. (3) The reactants are [CH3:1][N:2]([CH3:13])[C:3]1[N:8]=[C:7]([C:9](F)(F)F)[CH:6]=[CH:5][N:4]=1.[OH-:14].[Na+].[C:16](=O)([O-])[OH:17].[Na+].[I-]. The catalyst is C(OCC)(=O)C.O.CO. The product is [CH3:1][N:2]([CH3:13])[C:3]1[N:8]=[C:7]([C:9]([O:17][CH3:16])=[O:14])[CH:6]=[CH:5][N:4]=1. The yield is 0.0930. (4) The reactants are [CH2:1]([OH:4])[CH2:2][OH:3].[H-].[Na+].Br[CH2:8][C:9]1[CH:18]=[CH:17][C:16]2[C:11](=[CH:12][CH:13]=[CH:14][CH:15]=2)[CH:10]=1.O. The catalyst is C1COCC1.[N+](CCCC)(CCCC)(CCCC)CCCC.[I-].CCOC(C)=O. The product is [CH:10]1[C:11]2[C:16](=[CH:15][CH:14]=[CH:13][CH:12]=2)[CH:17]=[CH:18][C:9]=1[CH2:8][O:3][CH2:2][CH2:1][OH:4]. The yield is 0.330.